Dataset: NCI-60 drug combinations with 297,098 pairs across 59 cell lines. Task: Regression. Given two drug SMILES strings and cell line genomic features, predict the synergy score measuring deviation from expected non-interaction effect. (1) Drug 1: C(CC(=O)O)C(=O)CN.Cl. Drug 2: CC12CCC3C(C1CCC2OP(=O)(O)O)CCC4=C3C=CC(=C4)OC(=O)N(CCCl)CCCl.[Na+]. Cell line: OVCAR3. Synergy scores: CSS=26.7, Synergy_ZIP=-7.00, Synergy_Bliss=-0.193, Synergy_Loewe=1.86, Synergy_HSA=2.94. (2) Drug 1: CC1=CC2C(CCC3(C2CCC3(C(=O)C)OC(=O)C)C)C4(C1=CC(=O)CC4)C. Drug 2: C(=O)(N)NO. Cell line: TK-10. Synergy scores: CSS=-0.0435, Synergy_ZIP=1.90, Synergy_Bliss=0.515, Synergy_Loewe=-3.93, Synergy_HSA=-3.91. (3) Drug 1: CC(C)(C#N)C1=CC(=CC(=C1)CN2C=NC=N2)C(C)(C)C#N. Drug 2: C(CCl)NC(=O)N(CCCl)N=O. Cell line: RPMI-8226. Synergy scores: CSS=2.40, Synergy_ZIP=2.70, Synergy_Bliss=2.79, Synergy_Loewe=4.61, Synergy_HSA=2.95. (4) Drug 1: CN(C)N=NC1=C(NC=N1)C(=O)N. Drug 2: CC12CCC3C(C1CCC2O)C(CC4=C3C=CC(=C4)O)CCCCCCCCCS(=O)CCCC(C(F)(F)F)(F)F. Cell line: SK-MEL-28. Synergy scores: CSS=-0.338, Synergy_ZIP=0.686, Synergy_Bliss=-2.11, Synergy_Loewe=-4.98, Synergy_HSA=-3.68. (5) Drug 1: C1C(C(OC1N2C=C(C(=O)NC2=O)F)CO)O. Drug 2: C1CN(P(=O)(OC1)NCCCl)CCCl. Cell line: OVCAR-8. Synergy scores: CSS=20.8, Synergy_ZIP=-4.37, Synergy_Bliss=0.146, Synergy_Loewe=-87.2, Synergy_HSA=0.573. (6) Drug 2: CN(CCCl)CCCl.Cl. Drug 1: CC1=CC=C(C=C1)C2=CC(=NN2C3=CC=C(C=C3)S(=O)(=O)N)C(F)(F)F. Cell line: TK-10. Synergy scores: CSS=20.6, Synergy_ZIP=-3.80, Synergy_Bliss=1.28, Synergy_Loewe=-5.86, Synergy_HSA=1.63. (7) Cell line: NCI-H522. Drug 1: CC1=C2C(C(=O)C3(C(CC4C(C3C(C(C2(C)C)(CC1OC(=O)C(C(C5=CC=CC=C5)NC(=O)OC(C)(C)C)O)O)OC(=O)C6=CC=CC=C6)(CO4)OC(=O)C)OC)C)OC. Synergy scores: CSS=53.4, Synergy_ZIP=15.4, Synergy_Bliss=13.2, Synergy_Loewe=-42.7, Synergy_HSA=9.37. Drug 2: CN1C(=O)N2C=NC(=C2N=N1)C(=O)N. (8) Drug 1: CC1C(C(=O)NC(C(=O)N2CCCC2C(=O)N(CC(=O)N(C(C(=O)O1)C(C)C)C)C)C(C)C)NC(=O)C3=C4C(=C(C=C3)C)OC5=C(C(=O)C(=C(C5=N4)C(=O)NC6C(OC(=O)C(N(C(=O)CN(C(=O)C7CCCN7C(=O)C(NC6=O)C(C)C)C)C)C(C)C)C)N)C. Drug 2: C1=CC=C(C(=C1)C(C2=CC=C(C=C2)Cl)C(Cl)Cl)Cl. Cell line: NCI-H522. Synergy scores: CSS=8.13, Synergy_ZIP=-3.98, Synergy_Bliss=0.391, Synergy_Loewe=-21.6, Synergy_HSA=-2.01. (9) Drug 1: CNC(=O)C1=CC=CC=C1SC2=CC3=C(C=C2)C(=NN3)C=CC4=CC=CC=N4. Drug 2: CC1=CC=C(C=C1)C2=CC(=NN2C3=CC=C(C=C3)S(=O)(=O)N)C(F)(F)F. Cell line: SW-620. Synergy scores: CSS=0.152, Synergy_ZIP=-0.631, Synergy_Bliss=-0.968, Synergy_Loewe=-2.99, Synergy_HSA=-3.20.